This data is from Forward reaction prediction with 1.9M reactions from USPTO patents (1976-2016). The task is: Predict the product of the given reaction. Given the reactants C1(N2CCN(CC3CCC4C(=CC=CC=4)N3)CC2)C2C(=CC=CC=2)C=CN=1.[Cl:28][C:29]1[CH:38]=[CH:37][CH:36]=[C:35]2[C:30]=1[CH:31]=[CH:32][C:33]([C:39]([OH:41])=[O:40])=[N:34]2, predict the reaction product. The product is: [Cl:28][C:29]1[CH:38]=[CH:37][CH:36]=[C:35]2[C:30]=1[CH2:31][CH2:32][CH:33]([C:39]([OH:41])=[O:40])[NH:34]2.